Dataset: Full USPTO retrosynthesis dataset with 1.9M reactions from patents (1976-2016). Task: Predict the reactants needed to synthesize the given product. (1) Given the product [O:3]([C:10]1[CH:17]=[CH:16][C:13]([CH2:14][OH:15])=[CH:12][C:11]=1[C:18]([F:19])([F:20])[F:21])[C:4]1[CH:9]=[CH:8][CH:7]=[CH:6][CH:5]=1, predict the reactants needed to synthesize it. The reactants are: CO.[O:3]([C:10]1[CH:17]=[CH:16][C:13]([CH:14]=[O:15])=[CH:12][C:11]=1[C:18]([F:21])([F:20])[F:19])[C:4]1[CH:9]=[CH:8][CH:7]=[CH:6][CH:5]=1.[BH4-].[Na+]. (2) Given the product [CH3:19][CH:18]([CH3:20])[C:17]([O:22][CH:3]([O:2][C:1]([O:6][C:7]1[CH:12]=[CH:11][C:10]2[O:13][CH2:14][O:15][C:9]=2[CH:8]=1)=[O:16])[CH3:4])=[O:21], predict the reactants needed to synthesize it. The reactants are: [C:1](=[O:16])([O:6][C:7]1[CH:12]=[CH:11][C:10]2[O:13][CH2:14][O:15][C:9]=2[CH:8]=1)[O:2][CH:3](Cl)[CH3:4].[C:17]([OH:22])(=[O:21])[CH:18]([CH3:20])[CH3:19]. (3) Given the product [O:3]1[C:8]2=[CH:9][CH:10]=[CH:11][C:7]2=[CH:6][C:5]([CH:12]2[CH2:17][CH2:16][CH2:15][CH2:14][N:13]2[CH2:18][CH2:19][C@H:20]2[CH2:21][CH2:22][C@H:23]([NH:26][C:27](=[O:31])[CH2:28][CH2:29][CH3:30])[CH2:24][CH2:25]2)=[CH:4]1, predict the reactants needed to synthesize it. The reactants are: Cl.Cl.[O:3]1[C:8]2=[CH:9][CH:10]=[CH:11][C:7]2=[CH:6][C:5]([CH:12]2[CH2:17][CH2:16][CH2:15][CH2:14][N:13]2[CH2:18][CH2:19][C@H:20]2[CH2:25][CH2:24][C@H:23]([NH2:26])[CH2:22][CH2:21]2)=[CH:4]1.[C:27](O)(=[O:31])[CH2:28][CH2:29][CH3:30]. (4) Given the product [CH3:17][O:18][C:19](=[O:38])[CH2:20][C:21]1[CH:30]=[C:29]([CH:31]2[CH2:36][CH2:35][N:34]([S:47]([C:42]3[CH:41]=[C:40]([Cl:39])[CH:45]=[C:44]([Cl:46])[CH:43]=3)(=[O:49])=[O:48])[CH2:33][CH2:32]2)[C:28]2[C:23](=[CH:24][CH:25]=[C:26]([F:37])[CH:27]=2)[CH:22]=1, predict the reactants needed to synthesize it. The reactants are: C(N(C(C)C)CC)(C)C.FC(F)(F)C(O)=O.[CH3:17][O:18][C:19](=[O:38])[CH2:20][C:21]1[CH:30]=[C:29]([CH:31]2[CH2:36][CH2:35][NH:34][CH2:33][CH2:32]2)[C:28]2[C:23](=[CH:24][CH:25]=[C:26]([F:37])[CH:27]=2)[CH:22]=1.[Cl:39][C:40]1[CH:41]=[C:42]([S:47](Cl)(=[O:49])=[O:48])[CH:43]=[C:44]([Cl:46])[CH:45]=1. (5) Given the product [Cl:5][CH2:6][CH2:7][CH2:8][C:9]([C:17]1[C:16]2[C:20](=[CH:21][CH:22]=[C:14]([C:12]#[N:13])[CH:15]=2)[NH:19][CH:18]=1)=[O:10], predict the reactants needed to synthesize it. The reactants are: [Cl-].[Al+3].[Cl-].[Cl-].[Cl:5][CH2:6][CH2:7][CH2:8][C:9](Cl)=[O:10].[C:12]([C:14]1[CH:15]=[C:16]2[C:20](=[CH:21][CH:22]=1)[NH:19][CH:18]=[CH:17]2)#[N:13]. (6) Given the product [CH:1]([C:4]1[N:5]=[C:6]([CH2:9][CH2:10][C:11]2[CH:46]=[CH:45][N:14]3[C:15](=[O:44])[C:16](/[CH:25]=[CH:26]/[C:27]([NH:29][S:30]([CH2:33][CH2:34][CH2:35][NH2:36])(=[O:32])=[O:31])=[O:28])=[C:17]([N:19]4[CH2:20][CH2:21][O:22][CH2:23][CH2:24]4)[N:18]=[C:13]3[CH:12]=2)[S:7][CH:8]=1)([CH3:3])[CH3:2], predict the reactants needed to synthesize it. The reactants are: [CH:1]([C:4]1[N:5]=[C:6]([CH2:9][CH2:10][C:11]2[CH:46]=[CH:45][N:14]3[C:15](=[O:44])[C:16](/[CH:25]=[CH:26]/[C:27]([NH:29][S:30]([CH2:33][CH2:34][CH2:35][NH:36]C(OC(C)(C)C)=O)(=[O:32])=[O:31])=[O:28])=[C:17]([N:19]4[CH2:24][CH2:23][O:22][CH2:21][CH2:20]4)[N:18]=[C:13]3[CH:12]=2)[S:7][CH:8]=1)([CH3:3])[CH3:2]. (7) Given the product [OH:17][C:14]1[CH:13]=[CH:12][C:11]([C:9]2[O:10][C:6]3[C:5]([CH:26]=[CH2:27])=[CH:4][C:3]([OH:2])=[CH:25][C:7]=3[C:8]=2[C:19]2[CH:20]=[CH:21][CH:22]=[CH:23][CH:24]=2)=[CH:16][CH:15]=1, predict the reactants needed to synthesize it. The reactants are: C[O:2][C:3]1[CH:4]=[C:5]([CH:26]=[CH2:27])[C:6]2[O:10][C:9]([C:11]3[CH:16]=[CH:15][C:14]([O:17]C)=[CH:13][CH:12]=3)=[C:8]([C:19]3[CH:24]=[CH:23][CH:22]=[CH:21][CH:20]=3)[C:7]=2[CH:25]=1.C1CCCCC=1.B(Br)(Br)Br. (8) The reactants are: [F:1][C:2]1[CH:19]=[CH:18][C:5]([C:6]([N:8]2[CH2:12][CH2:11][S:10][CH:9]2[C:13]([O:15]CC)=[O:14])=[O:7])=[CH:4][CH:3]=1.[OH-].[K+].P(=O)(O)(O)O. Given the product [F:1][C:2]1[CH:3]=[CH:4][C:5]([C:6]([N:8]2[CH2:12][CH2:11][S:10][CH:9]2[C:13]([OH:15])=[O:14])=[O:7])=[CH:18][CH:19]=1, predict the reactants needed to synthesize it.